Dataset: Forward reaction prediction with 1.9M reactions from USPTO patents (1976-2016). Task: Predict the product of the given reaction. (1) Given the reactants F[C:2]1[CH:7]=[CH:6][CH:5]=[C:4]([N+:8]([O-:10])=[O:9])[CH:3]=1.[OH:11][C:12]1[CH:13]=[N:14][CH:15]=[CH:16][CH:17]=1.C([O-])([O-])=O.[K+].[K+], predict the reaction product. The product is: [N+:8]([C:4]1[CH:3]=[C:2]([CH:7]=[CH:6][CH:5]=1)[O:11][C:12]1[CH:13]=[N:14][CH:15]=[CH:16][CH:17]=1)([O-:10])=[O:9]. (2) Given the reactants [CH3:1][C:2]1[CH:19]=[CH:18][CH:17]=[C:16]([CH3:20])[C:3]=1[CH2:4][N:5]1C(=O)C2=CC=CC=C2C1=O.O.NN.Cl.O, predict the reaction product. The product is: [CH3:1][C:2]1[CH:19]=[CH:18][CH:17]=[C:16]([CH3:20])[C:3]=1[CH2:4][NH2:5]. (3) Given the reactants [CH3:1][C:2]1[CH:3]=[C:4]([CH:8]=[CH:9][C:10]=1[N:11]1[CH2:17][CH2:16][CH2:15][N:14]([CH3:18])[CH2:13][CH2:12]1)[C:5](Cl)=[O:6].[Cl:19][C:20]1[CH:31]=[CH:30][C:23]2[NH:24][C:25]([C@@H:27]([NH2:29])[CH3:28])=[N:26][C:22]=2[CH:21]=1, predict the reaction product. The product is: [Cl:19][C:20]1[CH:31]=[CH:30][C:23]2[NH:24][C:25]([C@@H:27]([NH:29][C:5](=[O:6])[C:4]3[CH:8]=[CH:9][C:10]([N:11]4[CH2:17][CH2:16][CH2:15][N:14]([CH3:18])[CH2:13][CH2:12]4)=[C:2]([CH3:1])[CH:3]=3)[CH3:28])=[N:26][C:22]=2[CH:21]=1. (4) The product is: [N:46]1([CH2:51][CH2:52][C:5]2[CH:6]=[CH:7][C:2]([O:9][CH2:10][CH2:11][CH2:15][CH2:16][N:35]3[CH2:36][CH2:37][N:32]([C:27]4[CH:28]=[CH:29][CH:30]=[CH:31][C:26]=4[O:25][CH3:24])[CH2:33][CH2:34]3)=[CH:3][CH:4]=2)[CH:50]=[CH:49][N:48]=[CH:47]1. Given the reactants O[C:2]1([O:9][CH2:10][CH3:11])[CH:7]=[CH:6][C:5](O)=[CH:4][CH2:3]1.BrCC[CH2:15][CH2:16]Cl.C(=O)([O-])[O-].[K+].[K+].[CH3:24][O:25][C:26]1[CH:31]=[CH:30][CH:29]=[CH:28][C:27]=1[N:32]1[CH2:37][CH2:36][NH:35][CH2:34][CH2:33]1.C(=O)([O-])[O-].[Na+].[Na+].[I-].[K+].[NH:46]1[CH:50]=[CH:49][N:48]=[CH:47]1.[C:51]1(P(C2C=CC=CC=2)C2C=CC=CC=2)C=CC=C[CH:52]=1.N(C(OC(C)C)=O)=NC(OC(C)C)=O, predict the reaction product. (5) Given the reactants [Cl:1][C:2]1[CH:11]=[C:10]2[C:5]([C:6]([I:20])=[C:7]([C:13]3[CH:18]=[CH:17][CH:16]=[CH:15][C:14]=3[Cl:19])[N+:8]([O-])=[CH:9]2)=[CH:4][N:3]=1.P(Cl)(Cl)Cl, predict the reaction product. The product is: [Cl:1][C:2]1[CH:11]=[C:10]2[C:5]([C:6]([I:20])=[C:7]([C:13]3[CH:18]=[CH:17][CH:16]=[CH:15][C:14]=3[Cl:19])[N:8]=[CH:9]2)=[CH:4][N:3]=1. (6) Given the reactants [CH3:1][C:2]([O:5][C:6]([N:8]1[CH2:17][CH2:16][C:15]2[C:10](=[CH:11][CH:12]=[C:13]([C:18](O)=[O:19])[CH:14]=2)[CH2:9]1)=[O:7])([CH3:4])[CH3:3].Cl.CN(C)CCCN=C=NCC.O.ON1C2C=CC=CC=2N=N1.C(N(CC)CC)C.[Cl:51][C:52]1[CH:53]=[C:54]([CH2:59][N:60]2[CH:64]=[C:63]([NH2:65])[CH:62]=[N:61]2)[CH:55]=[CH:56][C:57]=1[Cl:58], predict the reaction product. The product is: [Cl:51][C:52]1[CH:53]=[C:54]([CH2:59][N:60]2[CH:64]=[C:63]([NH:65][C:18]([C:13]3[CH:14]=[C:15]4[C:10](=[CH:11][CH:12]=3)[CH2:9][N:8]([C:6]([O:5][C:2]([CH3:4])([CH3:1])[CH3:3])=[O:7])[CH2:17][CH2:16]4)=[O:19])[CH:62]=[N:61]2)[CH:55]=[CH:56][C:57]=1[Cl:58]. (7) The product is: [CH3:15][N:12]1[CH2:13][CH2:14][N:9]([CH2:8][CH2:7][O:6][C:5]2[CH:16]=[CH:17][C:2]([C:19]3[CH:20]=[C:21]4[C:27]([C:28]([O:30][CH3:31])=[O:29])=[CH:26][NH:25][C:22]4=[N:23][CH:24]=3)=[CH:3][CH:4]=2)[CH2:10][CH2:11]1. Given the reactants Br[C:2]1[CH:17]=[CH:16][C:5]([O:6][CH2:7][CH2:8][N:9]2[CH2:14][CH2:13][N:12]([CH3:15])[CH2:11][CH2:10]2)=[CH:4][CH:3]=1.Br[C:19]1[CH:20]=[C:21]2[C:27]([C:28]([O:30][CH3:31])=[O:29])=[CH:26][NH:25][C:22]2=[N:23][CH:24]=1, predict the reaction product.